This data is from Peptide-MHC class II binding affinity with 134,281 pairs from IEDB. The task is: Regression. Given a peptide amino acid sequence and an MHC pseudo amino acid sequence, predict their binding affinity value. This is MHC class II binding data. The peptide sequence is LQFNQMMNPSHVKFL. The MHC is DRB1_1501 with pseudo-sequence DRB1_1501. The binding affinity (normalized) is 0.541.